Dataset: Forward reaction prediction with 1.9M reactions from USPTO patents (1976-2016). Task: Predict the product of the given reaction. (1) Given the reactants [CH2:1](O)[CH2:2][CH2:3][CH2:4][CH2:5][CH2:6][CH2:7][CH2:8][CH2:9][CH2:10][CH2:11][CH2:12][OH:13].[BrH:15].O, predict the reaction product. The product is: [Br:15][CH2:1][CH2:2][CH2:3][CH2:4][CH2:5][CH2:6][CH2:7][CH2:8][CH2:9][CH2:10][CH2:11][CH2:12][OH:13]. (2) Given the reactants [OH:1][CH:2]([CH2:14][CH3:15])[CH2:3][CH2:4][N:5]([CH3:13])[C:6](=[O:12])[O:7][C:8]([CH3:11])([CH3:10])[CH3:9].[Cl:16][C:17]1[CH:22]=[CH:21][C:20]([N+:23]([O-:25])=[O:24])=[C:19](F)[CH:18]=1, predict the reaction product. The product is: [Cl:16][C:17]1[CH:18]=[CH:19][C:20]([N+:23]([O-:25])=[O:24])=[C:21]([CH:22]=1)[O:1][CH:2]([CH2:14][CH3:15])[CH2:3][CH2:4][N:5]([CH3:13])[C:6](=[O:12])[O:7][C:8]([CH3:10])([CH3:11])[CH3:9]. (3) Given the reactants [F:1][C:2]1[CH:3]=[C:4]([C@@H:8]([C:13]2[CH:18]=[CH:17][C:16]([S:19]([CH3:22])(=[O:21])=[O:20])=[CH:15][CH:14]=2)[CH2:9][C:10](O)=[O:11])[CH:5]=[CH:6][CH:7]=1.[NH2:23][C:24]1[CH:54]=[CH:53][CH:52]=[C:51]([F:55])[C:25]=1[CH2:26][CH2:27][C@H:28]1[O:33][CH2:32][C@@H:31]([CH2:34][O:35][C:36](=[O:43])[NH:37][CH2:38][C:39]([F:42])([F:41])[F:40])[N:30]([C:44]([O:46][C:47]([CH3:50])([CH3:49])[CH3:48])=[O:45])[CH2:29]1.O=P(Cl)(Cl)Cl, predict the reaction product. The product is: [F:55][C:51]1[CH:52]=[CH:53][CH:54]=[C:24]([NH:23][C:10](=[O:11])[CH2:9][C@@H:8]([C:4]2[CH:5]=[CH:6][CH:7]=[C:2]([F:1])[CH:3]=2)[C:13]2[CH:14]=[CH:15][C:16]([S:19]([CH3:22])(=[O:21])=[O:20])=[CH:17][CH:18]=2)[C:25]=1[CH2:26][CH2:27][C@H:28]1[O:33][CH2:32][C@@H:31]([CH2:34][O:35][C:36](=[O:43])[NH:37][CH2:38][C:39]([F:42])([F:40])[F:41])[N:30]([C:44]([O:46][C:47]([CH3:48])([CH3:49])[CH3:50])=[O:45])[CH2:29]1. (4) Given the reactants B(Br)(Br)Br.C[O:6][C:7]1[CH:12]=[CH:11][C:10]([N:13]2[C:21]3[C:16](=[CH:17][CH:18]=[CH:19][CH:20]=3)[C:15]([C:22](=[O:24])[CH3:23])=[C:14]2[C:25]2[CH:30]=[CH:29][CH:28]=[CH:27][CH:26]=2)=[CH:9][CH:8]=1, predict the reaction product. The product is: [OH:6][C:7]1[CH:12]=[CH:11][C:10]([N:13]2[C:21]3[C:16](=[CH:17][CH:18]=[CH:19][CH:20]=3)[C:15]([C:22](=[O:24])[CH3:23])=[C:14]2[C:25]2[CH:26]=[CH:27][CH:28]=[CH:29][CH:30]=2)=[CH:9][CH:8]=1. (5) The product is: [CH3:1][O:2][C:3]([C:5]1[CH:6]=[C:7]([C:14]2[CH:19]=[CH:18][CH:17]=[C:16]([Cl:20])[CH:15]=2)[C:8]([NH2:13])=[C:9]([OH:11])[CH:10]=1)=[O:4]. Given the reactants [CH3:1][O:2][C:3]([C:5]1[CH:6]=[C:7]([C:14]2[CH:19]=[CH:18][CH:17]=[C:16]([Cl:20])[CH:15]=2)[C:8]([NH2:13])=[C:9]([O:11]C)[CH:10]=1)=[O:4].B(Br)(Br)Br.CO, predict the reaction product.